Dataset: Full USPTO retrosynthesis dataset with 1.9M reactions from patents (1976-2016). Task: Predict the reactants needed to synthesize the given product. Given the product [CH2:1]([O:4][C@@H:5]1[C@@H:9]([CH2:10][OH:11])[O:8][C@@H:7]([N:19]2[CH:26]=[C:25]([I:27])[C:23]([NH2:24])=[N:22][C:20]2=[O:21])[CH2:6]1)[CH:2]=[CH2:3], predict the reactants needed to synthesize it. The reactants are: [CH2:1]([O:4][C@@H:5]1[C@@H:9]([CH2:10][O:11][Si](C(C)(C)C)(C)C)[O:8][C@@H:7]([N:19]2[CH:26]=[C:25]([I:27])[C:23]([NH2:24])=[N:22][C:20]2=[O:21])[CH2:6]1)[CH:2]=[CH2:3].[F-].C([N+](CCCC)(CCCC)CCCC)CCC.